This data is from Forward reaction prediction with 1.9M reactions from USPTO patents (1976-2016). The task is: Predict the product of the given reaction. The product is: [CH2:1]([CH:5]1[CH2:7][O:6]1)[CH2:2]/[CH:3]=[CH:4]/[CH2:8][CH2:9][CH2:10][CH3:11]. Given the reactants [CH2:1]([CH:5]1[CH2:7][O:6]1)[CH2:2][CH:3]=[CH2:4].[CH2:8]=[CH:9][CH2:10][CH2:11]CC, predict the reaction product.